Dataset: Peptide-MHC class I binding affinity with 185,985 pairs from IEDB/IMGT. Task: Regression. Given a peptide amino acid sequence and an MHC pseudo amino acid sequence, predict their binding affinity value. This is MHC class I binding data. (1) The peptide sequence is WLYDLWGQL. The MHC is HLA-B40:01 with pseudo-sequence HLA-B40:01. The binding affinity (normalized) is 0.213. (2) The peptide sequence is EALKHFDPRLL. The MHC is Mamu-A02 with pseudo-sequence Mamu-A02. The binding affinity (normalized) is 0. (3) The peptide sequence is GTEELKSLY. The MHC is HLA-A01:01 with pseudo-sequence HLA-A01:01. The binding affinity (normalized) is 0.738. (4) The peptide sequence is CRRPGNKTVLP. The MHC is HLA-B27:05 with pseudo-sequence HLA-B27:05. The binding affinity (normalized) is 0.221.